This data is from NCI-60 drug combinations with 297,098 pairs across 59 cell lines. The task is: Regression. Given two drug SMILES strings and cell line genomic features, predict the synergy score measuring deviation from expected non-interaction effect. (1) Drug 1: CS(=O)(=O)C1=CC(=C(C=C1)C(=O)NC2=CC(=C(C=C2)Cl)C3=CC=CC=N3)Cl. Drug 2: CC1CCC2CC(C(=CC=CC=CC(CC(C(=O)C(C(C(=CC(C(=O)CC(OC(=O)C3CCCCN3C(=O)C(=O)C1(O2)O)C(C)CC4CCC(C(C4)OC)O)C)C)O)OC)C)C)C)OC. Cell line: SK-MEL-28. Synergy scores: CSS=26.1, Synergy_ZIP=8.61, Synergy_Bliss=10.5, Synergy_Loewe=-3.80, Synergy_HSA=5.00. (2) Drug 1: C1=CC(=C2C(=C1NCCNCCO)C(=O)C3=C(C=CC(=C3C2=O)O)O)NCCNCCO. Drug 2: CCCS(=O)(=O)NC1=C(C(=C(C=C1)F)C(=O)C2=CNC3=C2C=C(C=N3)C4=CC=C(C=C4)Cl)F. Cell line: MCF7. Synergy scores: CSS=34.2, Synergy_ZIP=0.587, Synergy_Bliss=4.54, Synergy_Loewe=-19.5, Synergy_HSA=3.56. (3) Drug 1: C1CCC(CC1)NC(=O)N(CCCl)N=O. Drug 2: CC(C)(C#N)C1=CC(=CC(=C1)CN2C=NC=N2)C(C)(C)C#N. Cell line: NCI-H522. Synergy scores: CSS=19.1, Synergy_ZIP=-6.84, Synergy_Bliss=-2.37, Synergy_Loewe=-0.0660, Synergy_HSA=0.100. (4) Synergy scores: CSS=19.2, Synergy_ZIP=2.72, Synergy_Bliss=0.304, Synergy_Loewe=-9.32, Synergy_HSA=-3.43. Cell line: HCC-2998. Drug 2: CC(C)NC(=O)C1=CC=C(C=C1)CNNC.Cl. Drug 1: C1CC(C1)(C(=O)O)C(=O)O.[NH2-].[NH2-].[Pt+2]. (5) Drug 1: C1=C(C(=O)NC(=O)N1)N(CCCl)CCCl. Drug 2: CC1C(C(CC(O1)OC2CC(OC(C2O)C)OC3=CC4=CC5=C(C(=O)C(C(C5)C(C(=O)C(C(C)O)O)OC)OC6CC(C(C(O6)C)O)OC7CC(C(C(O7)C)O)OC8CC(C(C(O8)C)O)(C)O)C(=C4C(=C3C)O)O)O)O. Cell line: MDA-MB-435. Synergy scores: CSS=-6.89, Synergy_ZIP=-0.339, Synergy_Bliss=-5.67, Synergy_Loewe=-106, Synergy_HSA=-8.74. (6) Drug 1: CC1C(C(=O)NC(C(=O)N2CCCC2C(=O)N(CC(=O)N(C(C(=O)O1)C(C)C)C)C)C(C)C)NC(=O)C3=C4C(=C(C=C3)C)OC5=C(C(=O)C(=C(C5=N4)C(=O)NC6C(OC(=O)C(N(C(=O)CN(C(=O)C7CCCN7C(=O)C(NC6=O)C(C)C)C)C)C(C)C)C)N)C. Drug 2: C1=NC2=C(N1)C(=S)N=CN2. Cell line: OVCAR-4. Synergy scores: CSS=31.0, Synergy_ZIP=-3.05, Synergy_Bliss=-1.73, Synergy_Loewe=-5.77, Synergy_HSA=-0.497.